From a dataset of Reaction yield outcomes from USPTO patents with 853,638 reactions. Predict the reaction yield, written as a fraction of the theoretical maximum amount of product (1.0 means a 100% yield; for example, 0.34 means a 34% yield). (1) The reactants are [C:1]([O-:6])(=[O:5])[CH:2]([CH3:4])[CH3:3].C[N+](C)(C)C.C(O)(=O)C(C)C.[C:18](=[O:28])([S:26][CH3:27])[O:19][O:20][CH:21](Cl)[CH:22]([CH3:24])[CH3:23]. The catalyst is CCOC(C)=O. The product is [C:18](=[O:28])([S:26][CH3:27])[O:19][O:20][CH:21]([O:6][C:1](=[O:5])[CH:2]([CH3:4])[CH3:3])[CH:22]([CH3:24])[CH3:23]. The yield is 0.650. (2) The reactants are C([Li])CCC.[CH3:6][P:7](=[O:12])([O:10][CH3:11])[O:8][CH3:9].[C:13]([Si:17]([CH3:26])([CH3:25])[O:18][C@@H:19]([CH3:24])[C:20](OC)=[O:21])([CH3:16])([CH3:15])[CH3:14]. The catalyst is O1CCCC1. The product is [Si:17]([O:18][C@@H:19]([CH3:24])[C:20](=[O:21])[CH2:6][P:7](=[O:12])([O:10][CH3:11])[O:8][CH3:9])([C:13]([CH3:16])([CH3:15])[CH3:14])([CH3:26])[CH3:25]. The yield is 0.760. (3) The reactants are [CH3:1][C:2]1[CH:3]=[N:4][C:5]2[N:6]([N:8]=[C:9]([C:13]3[CH:18]=[CH:17][CH:16]=[CH:15][CH:14]=3)[C:10]=2[CH:11]=[O:12])[CH:7]=1.[BH4-].[Na+]. The catalyst is CO. The product is [CH3:1][C:2]1[CH:3]=[N:4][C:5]2[N:6]([N:8]=[C:9]([C:13]3[CH:18]=[CH:17][CH:16]=[CH:15][CH:14]=3)[C:10]=2[CH2:11][OH:12])[CH:7]=1. The yield is 0.720. (4) The reactants are C[N:2](C)[CH:3]=[CH:4][C:5]([C:7]1[C:12](=[O:13])[CH:11]=[CH:10][N:9]([C:14]2[CH:19]=[CH:18][CH:17]=[CH:16][CH:15]=2)[N:8]=1)=O.[C:21]1([NH:27]N)[CH:26]=[CH:25][CH:24]=[CH:23][CH:22]=1. The catalyst is CO. The product is [C:14]1([N:9]2[CH:10]=[CH:11][C:12](=[O:13])[C:7]([C:5]3[N:27]([C:21]4[CH:26]=[CH:25][CH:24]=[CH:23][CH:22]=4)[N:2]=[CH:3][CH:4]=3)=[N:8]2)[CH:19]=[CH:18][CH:17]=[CH:16][CH:15]=1. The yield is 0.0700. (5) The reactants are CON(C)[C:4]([C:6]1([C:12]2[CH:13]=[N:14][C:15]([CH3:18])=[N:16][CH:17]=2)[CH2:11][CH2:10][O:9][CH2:8][CH2:7]1)=[O:5].[CH3:20][Mg+].[Br-]. The catalyst is C1COCC1. The product is [CH3:18][C:15]1[N:16]=[CH:17][C:12]([C:6]2([C:4](=[O:5])[CH3:20])[CH2:7][CH2:8][O:9][CH2:10][CH2:11]2)=[CH:13][N:14]=1. The yield is 0.693. (6) The reactants are C([O-])(=O)C.[K+].[CH3:21][C:16]1([CH3:22])[C:17]([CH3:20])([CH3:19])[O:18][B:14]([B:14]2[O:18][C:17]([CH3:20])([CH3:19])[C:16]([CH3:22])([CH3:21])[O:15]2)[O:15]1.Br[C:25]1[CH:42]=[CH:41][C:28]2[N:29]=[C:30]([NH:32][C:33]([CH:35]3[CH2:40][CH2:39][CH2:38][CH2:37][CH2:36]3)=[O:34])[S:31][C:27]=2[CH:26]=1.O1CCOCC1. The catalyst is CCOC(C)=O.C1C=CC(P(C2C=CC=CC=2)[C-]2C=CC=C2)=CC=1.C1C=CC(P(C2C=CC=CC=2)[C-]2C=CC=C2)=CC=1.Cl[Pd]Cl.[Fe+2].C(Cl)Cl. The product is [CH3:20][C:17]1([CH3:19])[C:16]([CH3:21])([CH3:22])[O:15][B:14]([C:25]2[CH:42]=[CH:41][C:28]3[N:29]=[C:30]([NH:32][C:33]([CH:35]4[CH2:40][CH2:39][CH2:38][CH2:37][CH2:36]4)=[O:34])[S:31][C:27]=3[CH:26]=2)[O:18]1. The yield is 0.660. (7) The reactants are [Cl-].O[NH3+:3].[C:4](=[O:7])([O-])[OH:5].[Na+].CS(C)=O.[CH2:13]([C:15]1[N:16]([C:40]2[CH:45]=[CH:44][C:43]([O:46][C:47]([CH3:52])([CH3:51])[CH2:48][O:49][CH3:50])=[CH:42][CH:41]=2)[C:17](=[O:39])[C:18]([CH2:24][C:25]2[CH:30]=[CH:29][C:28]([C:31]3[C:32]([C:37]#[N:38])=[CH:33][CH:34]=[CH:35][CH:36]=3)=[CH:27][CH:26]=2)=[C:19]([CH2:21][CH2:22][CH3:23])[N:20]=1)[CH3:14]. The catalyst is O. The product is [CH2:13]([C:15]1[N:16]([C:40]2[CH:45]=[CH:44][C:43]([O:46][C:47]([CH3:52])([CH3:51])[CH2:48][O:49][CH3:50])=[CH:42][CH:41]=2)[C:17](=[O:39])[C:18]([CH2:24][C:25]2[CH:26]=[CH:27][C:28]([C:31]3[CH:36]=[CH:35][CH:34]=[CH:33][C:32]=3[C:37]3[NH:3][C:4](=[O:7])[O:5][N:38]=3)=[CH:29][CH:30]=2)=[C:19]([CH2:21][CH2:22][CH3:23])[N:20]=1)[CH3:14]. The yield is 0.610. (8) The reactants are [CH2:1]([O:3][C:4]([C:6]1([C:9]2[CH:14]=[CH:13][C:12]([C:15]3[CH:20]=[CH:19][C:18]([C:21]4[S:22][C:23]([F:29])=CC=4C(O)=O)=[CH:17][CH:16]=3)=[CH:11][CH:10]=2)[CH2:8][CH2:7]1)=[O:5])[CH3:2].C([N:32]([CH2:35][CH3:36])[CH2:33]C)C.C1(P(N=[N+]=[N-])(C2C=CC=CC=2)=[O:44])C=CC=CC=1.[Cl:54][C:55]1[CH:60]=[CH:59][C:58]([CH:61]([OH:63])[CH3:62])=[C:57]([F:64])[CH:56]=1.[Cl-].[NH4+]. The catalyst is C1(C)C=CC=CC=1. The product is [CH2:1]([O:3][C:4]([C:6]1([C:9]2[CH:14]=[CH:13][C:12]([C:15]3[CH:16]=[CH:17][C:18]([C:21]4[S:22][C:23]([F:29])=[CH:36][C:35]=4[NH:32][C:33]([O:63][CH:61]([C:58]4[CH:59]=[CH:60][C:55]([Cl:54])=[CH:56][C:57]=4[F:64])[CH3:62])=[O:44])=[CH:19][CH:20]=3)=[CH:11][CH:10]=2)[CH2:8][CH2:7]1)=[O:5])[CH3:2]. The yield is 0.720. (9) The reactants are [C:1]([NH:4][C:5]1[CH:34]=[CH:33][CH:32]=[C:7]2[C:8]([N:10]([CH:13]([C:18]3[CH:23]=[CH:22][C:21]([O:24][CH3:25])=[C:20]([O:26][CH:27]4[CH2:31][CH2:30][CH2:29][CH2:28]4)[CH:19]=3)[CH2:14][C:15](O)=[O:16])[C:11](=[O:12])[C:6]=12)=[O:9])(=[O:3])[CH3:2].C(N1C=CN=C1)(N1C=CN=C1)=O.Cl.[NH2:48][OH:49]. The catalyst is C1COCC1. The product is [C:1]([NH:4][C:5]1[CH:34]=[CH:33][CH:32]=[C:7]2[C:8]([N:10]([CH:13]([C:18]3[CH:23]=[CH:22][C:21]([O:24][CH3:25])=[C:20]([O:26][CH:27]4[CH2:28][CH2:29][CH2:30][CH2:31]4)[CH:19]=3)[CH2:14][C:15]([NH:48][OH:49])=[O:16])[C:11](=[O:12])[C:6]=12)=[O:9])(=[O:3])[CH3:2]. The yield is 0.700.